From a dataset of Full USPTO retrosynthesis dataset with 1.9M reactions from patents (1976-2016). Predict the reactants needed to synthesize the given product. (1) Given the product [Cl:1][C:2]1[CH:3]=[CH:4][C:5]([CH2:6][CH:7]2[C:16]3[C:11](=[CH:12][C:13]([O:19][CH3:20])=[C:14]([O:17][CH3:18])[CH:15]=3)[CH2:10][CH2:9][N:8]2[CH2:24][C:25]([NH:35][CH2:34][C:29]2[CH:30]=[CH:31][CH:32]=[CH:33][N:28]=2)=[O:26])=[CH:21][CH:22]=1, predict the reactants needed to synthesize it. The reactants are: [Cl:1][C:2]1[CH:22]=[CH:21][C:5]([CH2:6][CH:7]2[C:16]3[C:11](=[CH:12][C:13]([O:19][CH3:20])=[C:14]([O:17][CH3:18])[CH:15]=3)[CH2:10][CH2:9][NH:8]2)=[CH:4][CH:3]=1.Br[CH2:24][C:25](Br)=[O:26].[N:28]1[CH:33]=[CH:32][CH:31]=[CH:30][C:29]=1[CH2:34][NH2:35]. (2) Given the product [N:20]1[CH:25]=[CH:24][CH:23]=[CH:22][C:21]=1[N:26]1[C:30]2[NH:31][C:32]3[C:33]([C:34](=[O:36])[C:29]=2[CH:28]=[N:27]1)=[CH:37][CH:38]=[CH:39][CH:40]=3, predict the reactants needed to synthesize it. The reactants are: CS(O)(=O)=O.O=P12OP3(OP(OP(O3)(O1)=O)(=O)O2)=O.[N:20]1[CH:25]=[CH:24][CH:23]=[CH:22][C:21]=1[N:26]1[C:30]([NH:31][C:32]2[CH:40]=[CH:39][CH:38]=[CH:37][C:33]=2[C:34]([OH:36])=O)=[CH:29][CH:28]=[N:27]1.[OH-].[Na+]. (3) The reactants are: [NH2:1][C:2]1[CH:11]=[CH:10][CH:9]=[C:8]2[C:3]=1[CH:4]=[CH:5][N:6]([C@H:13]([CH3:18])[C:14]([O:16][CH3:17])=[O:15])[C:7]2=[O:12].[CH:19]1([CH2:26][C:27](O)=[O:28])[CH2:25][CH2:24][CH2:23][CH2:22][CH2:21][CH2:20]1.F[P-](F)(F)(F)(F)F.C[N+](C)=C(N(C)C)ON1C2N=CC=CC=2N=N1.C(N(CC)C(C)C)(C)C.CN(C)C=O. Given the product [CH:19]1([CH2:26][C:27]([NH:1][C:2]2[CH:11]=[CH:10][CH:9]=[C:8]3[C:3]=2[CH:4]=[CH:5][N:6]([C@H:13]([CH3:18])[C:14]([O:16][CH3:17])=[O:15])[C:7]3=[O:12])=[O:28])[CH2:25][CH2:24][CH2:23][CH2:22][CH2:21][CH2:20]1, predict the reactants needed to synthesize it. (4) Given the product [NH2:36][C:37]1([C:41]2[CH:42]=[CH:43][C:44]([C:47]3[C:56](=[O:57])[C:55]4[C:50](=[CH:51][C:52]([C:60]#[N:61])=[C:53]([O:58][CH3:59])[CH:54]=4)[O:49][C:48]=3[C:62]3[CH:63]=[CH:64][CH:65]=[CH:66][CH:67]=3)=[CH:45][CH:46]=2)[CH2:38][CH2:39][CH2:40]1, predict the reactants needed to synthesize it. The reactants are: NC1(C2C=CC(C3C(=O)C4C(=CC=C(F)C=4)OC=3C3C=CC=CC=3)=CC=2)CCC1.C(OC(=O)[NH:36][C:37]1([C:41]2[CH:46]=[CH:45][C:44]([C:47]3[C:56](=[O:57])[C:55]4[C:50](=[CH:51][C:52]([C:60]#[N:61])=[C:53]([O:58][CH3:59])[CH:54]=4)[O:49][C:48]=3[C:62]3[CH:67]=[CH:66][CH:65]=[CH:64][CH:63]=3)=[CH:43][CH:42]=2)[CH2:40][CH2:39][CH2:38]1)(C)(C)C. (5) Given the product [F:1][C:2]1[C:11]2[O:10][CH2:9][CH:8]([CH2:12][NH:28][CH2:29][CH2:30][OH:31])[O:7][C:6]=2[CH:5]=[C:4]([S:24]([CH3:27])(=[O:25])=[O:26])[CH:3]=1, predict the reactants needed to synthesize it. The reactants are: [F:1][C:2]1[C:11]2[O:10][CH2:9][CH:8]([CH2:12]OS(C3C=CC(C)=CC=3)(=O)=O)[O:7][C:6]=2[CH:5]=[C:4]([S:24]([CH3:27])(=[O:26])=[O:25])[CH:3]=1.[NH2:28][CH2:29][CH2:30][OH:31]. (6) Given the product [Cl:34][C:35]1[CH:36]=[C:37]([C:42]([N:44]=[C:45]=[S:46])=[O:43])[CH:38]=[C:39]([Cl:41])[CH:40]=1.[Cl:34][C:35]1[CH:36]=[C:37]([CH:38]=[C:39]([Cl:41])[CH:40]=1)[C:42]([NH:44][C:45]([NH:31][C:30]1[CH:32]=[CH:33][C:27]([O:26][C:17]2[C:16]3[C:21](=[CH:22][C:23]([O:24][CH3:25])=[C:14]([O:13][CH3:12])[CH:15]=3)[N:20]=[CH:19][N:18]=2)=[CH:28][CH:29]=1)=[S:46])=[O:43], predict the reactants needed to synthesize it. The reactants are: ClC1C=C(C(Cl)=O)C=C(Cl)C=1.[CH3:12][O:13][C:14]1[CH:15]=[C:16]2[C:21](=[CH:22][C:23]=1[O:24][CH3:25])[N:20]=[CH:19][N:18]=[C:17]2[O:26][C:27]1[CH:33]=[CH:32][C:30]([NH2:31])=[CH:29][CH:28]=1.[Cl:34][C:35]1[CH:36]=[C:37]([C:42]([N:44]=[C:45]=[S:46])=[O:43])[CH:38]=[C:39]([Cl:41])[CH:40]=1. (7) Given the product [Cl:1][C:2]1[CH:3]=[C:4]([C:8]2[CH:13]=[CH:12][C:11]([C@@H:14]3[CH2:16][C@H:15]3[NH2:17])=[CH:10][CH:9]=2)[CH:5]=[CH:6][CH:7]=1.[ClH:25], predict the reactants needed to synthesize it. The reactants are: [Cl:1][C:2]1[CH:3]=[C:4]([C:8]2[CH:13]=[CH:12][C:11]([C@@H:14]3[CH2:16][C@H:15]3[NH:17]C(=O)OC(C)(C)C)=[CH:10][CH:9]=2)[CH:5]=[CH:6][CH:7]=1.[ClH:25].